This data is from Full USPTO retrosynthesis dataset with 1.9M reactions from patents (1976-2016). The task is: Predict the reactants needed to synthesize the given product. (1) Given the product [NH2:47][C:45]1[N:44]=[CH:43][N:42]=[C:41]2[N:40]([C@@H:23]3[CH2:22][N:21]([C:30]([O:32][C:33]([CH3:34])([CH3:36])[CH3:35])=[O:31])[C@H:20]([CH2:19][O:18][Si:1]([C:14]([CH3:16])([CH3:17])[CH3:15])([C:8]4[CH:9]=[CH:10][CH:11]=[CH:12][CH:13]=4)[C:2]4[CH:3]=[CH:4][CH:5]=[CH:6][CH:7]=4)[CH2:24]3)[N:39]=[C:38]([I:37])[C:46]=12, predict the reactants needed to synthesize it. The reactants are: [Si:1]([O:18][CH2:19][C@@H:20]1[CH2:24][C@H:23](OS(C)(=O)=O)[CH2:22][N:21]1[C:30]([O:32][C:33]([CH3:36])([CH3:35])[CH3:34])=[O:31])([C:14]([CH3:17])([CH3:16])[CH3:15])([C:8]1[CH:13]=[CH:12][CH:11]=[CH:10][CH:9]=1)[C:2]1[CH:7]=[CH:6][CH:5]=[CH:4][CH:3]=1.[I:37][C:38]1[C:46]2[C:41](=[N:42][CH:43]=[N:44][C:45]=2[NH2:47])[NH:40][N:39]=1.C(=O)([O-])[O-].[K+].[K+].C(OCC)(=O)C. (2) Given the product [C:17]1([S:9]([C:6]2[CH:7]=[CH:8][C:3]([CH2:1][CH3:2])=[CH:4][CH:5]=2)(=[O:11])=[O:10])[CH:22]=[CH:21][CH:20]=[CH:19][CH:18]=1, predict the reactants needed to synthesize it. The reactants are: [CH2:1]([C:3]1[CH:8]=[CH:7][C:6]([S:9](Cl)(=[O:11])=[O:10])=[CH:5][CH:4]=1)[CH3:2].[Cl-].[Al+3].[Cl-].[Cl-].[CH:17]1[CH:22]=[CH:21][CH:20]=[CH:19][CH:18]=1.O. (3) Given the product [N:1]1[N:5]2[CH:6]=[CH:7][CH:8]=[CH:9][C:4]2=[C:3]([CH2:10][OH:11])[CH:2]=1, predict the reactants needed to synthesize it. The reactants are: [N:1]1[N:5]2[CH:6]=[CH:7][CH:8]=[CH:9][C:4]2=[C:3]([C:10](OCC)=[O:11])[CH:2]=1.[H-].C([Al+]CC(C)C)C(C)C. (4) Given the product [CH3:14][O:15][C:16](=[O:25])[C:17]1[CH:22]=[CH:21][CH:20]=[C:19]([CH2:23][O:10][C:9]2[C:8]([O:11][CH2:12][CH3:13])=[CH:7][C:4]([CH:5]=[O:6])=[CH:3][C:2]=2[Br:1])[CH:18]=1, predict the reactants needed to synthesize it. The reactants are: [Br:1][C:2]1[CH:3]=[C:4]([CH:7]=[C:8]([O:11][CH2:12][CH3:13])[C:9]=1[OH:10])[CH:5]=[O:6].[CH3:14][O:15][C:16](=[O:25])[C:17]1[CH:22]=[CH:21][CH:20]=[C:19]([CH2:23]Br)[CH:18]=1. (5) Given the product [F:19][C:15]1[CH:14]=[C:13]([NH:12][C:11](=[O:20])[C:6]2[CH:7]=[CH:8][CH:9]=[CH:10][C:5]=2[OH:4])[CH:18]=[CH:17][CH:16]=1, predict the reactants needed to synthesize it. The reactants are: C([O:4][C:5]1[CH:10]=[CH:9][CH:8]=[CH:7][C:6]=1[C:11](=[O:20])[NH:12][C:13]1[CH:18]=[CH:17][CH:16]=[C:15]([F:19])[CH:14]=1)(=O)C.